From a dataset of Full USPTO retrosynthesis dataset with 1.9M reactions from patents (1976-2016). Predict the reactants needed to synthesize the given product. (1) Given the product [OH:1][C:2]1[C:3]([CH3:15])=[C:4]2[C:8](=[CH:9][C:10]=1[CH:28]=[O:29])[C:7](=[O:11])[C:6](/[CH:12]=[CH:13]/[CH3:14])=[CH:5]2, predict the reactants needed to synthesize it. The reactants are: [OH:1][C:2]1[C:3]([CH3:15])=[C:4]2[C:8](=[CH:9][CH:10]=1)[C:7](=[O:11])[C:6](/[CH:12]=[CH:13]/[CH3:14])=[CH:5]2.C1N2CN3CN(C2)CN1C3.FC(F)(F)[C:28](O)=[O:29]. (2) Given the product [C:1]([C:5]1[CH:6]=[CH:7][CH:8]=[C:9]2[C:14]=1[N:13]=[C:12]([C:15]1[N:19]3[CH:20]=[C:21]([C@@H:24]([N:26]4[CH2:30][CH2:29][C@H:28]([NH2:31])[CH2:27]4)[CH3:25])[CH:22]=[CH:23][C:18]3=[N:17][N:16]=1)[CH:11]=[CH:10]2)([CH3:2])([CH3:3])[CH3:4], predict the reactants needed to synthesize it. The reactants are: [C:1]([C:5]1[CH:6]=[CH:7][CH:8]=[C:9]2[C:14]=1[N:13]=[C:12]([C:15]1[N:19]3[CH:20]=[C:21]([C@@H:24]([N:26]4[CH2:30][CH2:29][C@H:28]([NH:31]C(=O)OC(C)(C)C)[CH2:27]4)[CH3:25])[CH:22]=[CH:23][C:18]3=[N:17][N:16]=1)[CH:11]=[CH:10]2)([CH3:4])([CH3:3])[CH3:2].Cl. (3) Given the product [C:1]([N:5]1[CH2:10][CH2:9][CH:8]([N:11]2[CH:16]=[CH:15][C:14]([C:21]3[CH:22]=[C:23]([OH:26])[CH:24]=[CH:25][C:20]=3[Cl:19])=[CH:13][C:12]2=[O:18])[CH2:7][CH2:6]1)(=[O:4])[CH:2]=[CH2:3], predict the reactants needed to synthesize it. The reactants are: [C:1]([N:5]1[CH2:10][CH2:9][CH:8]([N:11]2[CH:16]=[CH:15][C:14](Br)=[CH:13][C:12]2=[O:18])[CH2:7][CH2:6]1)(=[O:4])[CH:2]=[CH2:3].[Cl:19][C:20]1[CH:25]=[CH:24][C:23]([OH:26])=[CH:22][C:21]=1B(O)O.O1CCOCC1. (4) Given the product [CH3:18][O:17][C:14]1[CH:15]=[CH:16][C:11]([CH2:10][O:9][C:4]2[CH:3]=[C:2]([C:25](=[O:26])[CH3:24])[CH:7]=[CH:6][C:5]=2[CH3:8])=[CH:12][CH:13]=1, predict the reactants needed to synthesize it. The reactants are: Br[C:2]1[CH:7]=[CH:6][C:5]([CH3:8])=[C:4]([O:9][CH2:10][C:11]2[CH:16]=[CH:15][C:14]([O:17][CH3:18])=[CH:13][CH:12]=2)[CH:3]=1.C([Li])CCC.[CH3:24][C:25](N(C)C)=[O:26].[Cl-].[NH4+].